This data is from Reaction yield outcomes from USPTO patents with 853,638 reactions. The task is: Predict the reaction yield, written as a fraction of the theoretical maximum amount of product (1.0 means a 100% yield; for example, 0.34 means a 34% yield). (1) The reactants are [Br:1][C:2]1[C:10]2[S:9][C:8](=[N:11][C:12](=[O:20])[C:13]3[CH:18]=[CH:17][C:16]([CH3:19])=[CH:15][CH:14]=3)[N:7]([CH:21]([CH2:26][CH3:27])[C:22]([O:24]C)=[O:23])[C:6]=2[CH:5]=[CH:4][CH:3]=1.O1CCCC1.[OH-].[Na+]. The catalyst is CO. The product is [Br:1][C:2]1[C:10]2[S:9][C:8](=[N:11][C:12](=[O:20])[C:13]3[CH:18]=[CH:17][C:16]([CH3:19])=[CH:15][CH:14]=3)[N:7]([CH:21]([CH2:26][CH3:27])[C:22]([OH:24])=[O:23])[C:6]=2[CH:5]=[CH:4][CH:3]=1. The yield is 0.670. (2) The reactants are [Cl:1][C:2]1[C:3]([F:28])=[C:4]([CH:25]=[CH:26][CH:27]=1)[NH:5][C:6]1[C:15]2[C:10](=[CH:11][C:12]([O:23][CH3:24])=[C:13]([O:16][CH:17]3[CH2:22][CH2:21][NH:20][CH2:19][CH2:18]3)[CH:14]=2)[N:9]=[CH:8][N:7]=1.C(=O)([O-])[O-].[K+].[K+].Cl[CH2:36][C:37]#[N:38]. The catalyst is CC(N(C)C)=O. The product is [Cl:1][C:2]1[C:3]([F:28])=[C:4]([CH:25]=[CH:26][CH:27]=1)[NH:5][C:6]1[C:15]2[C:10](=[CH:11][C:12]([O:23][CH3:24])=[C:13]([O:16][CH:17]3[CH2:22][CH2:21][N:20]([CH2:36][C:37]#[N:38])[CH2:19][CH2:18]3)[CH:14]=2)[N:9]=[CH:8][N:7]=1. The yield is 0.360.